From a dataset of Forward reaction prediction with 1.9M reactions from USPTO patents (1976-2016). Predict the product of the given reaction. (1) Given the reactants [NH:1]1[CH2:5][CH2:4][C:3]([C:6]2[CH:11]=[CH:10][C:9]([OH:12])=[CH:8][CH:7]=2)=[N:2]1.[CH3:13][O:14][C:15]1[CH:20]=[C:19]([O:21][CH3:22])[CH:18]=[C:17]([O:23][CH3:24])[C:16]=1[CH2:25][C:26](O)=[O:27], predict the reaction product. The product is: [OH:12][C:9]1[CH:10]=[CH:11][C:6]([C:3]2[CH2:4][CH2:5][N:1]([C:26](=[O:27])[CH2:25][C:16]3[C:17]([O:23][CH3:24])=[CH:18][C:19]([O:21][CH3:22])=[CH:20][C:15]=3[O:14][CH3:13])[N:2]=2)=[CH:7][CH:8]=1. (2) The product is: [CH2:1]([O:3][C:4](=[O:45])[CH2:5][NH:6][C:7]1[C:12]([NH2:13])=[C:11]([N:16]2[CH2:17][CH2:18][CH:19]([C:22]3[N:23]([CH2:38][CH2:39][N:40]4[CH2:44][CH2:43][CH2:42][CH2:41]4)[CH:24]=[C:25]([C:27]4[CH:32]=[CH:31][C:30]([F:33])=[C:29]([C:34]([F:37])([F:36])[F:35])[CH:28]=4)[N:26]=3)[CH2:20][CH2:21]2)[N:10]=[CH:9][N:8]=1)[CH3:2]. Given the reactants [CH2:1]([O:3][C:4](=[O:45])[CH2:5][NH:6][C:7]1[C:12]([N+:13]([O-])=O)=[C:11]([N:16]2[CH2:21][CH2:20][CH:19]([C:22]3[N:23]([CH2:38][CH2:39][N:40]4[CH2:44][CH2:43][CH2:42][CH2:41]4)[CH:24]=[C:25]([C:27]4[CH:32]=[CH:31][C:30]([F:33])=[C:29]([C:34]([F:37])([F:36])[F:35])[CH:28]=4)[N:26]=3)[CH2:18][CH2:17]2)[N:10]=[CH:9][N:8]=1)[CH3:2], predict the reaction product.